From a dataset of Full USPTO retrosynthesis dataset with 1.9M reactions from patents (1976-2016). Predict the reactants needed to synthesize the given product. (1) Given the product [C:35]([O:27][NH:26][CH:2]([NH2:1])[C:3]1[CH:25]=[CH:24][C:6]([O:7][CH2:8][CH2:9][CH2:10][N:11]2[CH2:12][CH2:13][N:14]([C:17]([O:19][C:20]([CH3:23])([CH3:22])[CH3:21])=[O:18])[CH2:15][CH2:16]2)=[CH:5][CH:4]=1)(=[O:37])[CH3:36], predict the reactants needed to synthesize it. The reactants are: [NH2:1][C:2](=[N:26][OH:27])[C:3]1[CH:25]=[CH:24][C:6]([O:7][CH2:8][CH2:9][CH2:10][N:11]2[CH2:16][CH2:15][N:14]([C:17]([O:19][C:20]([CH3:23])([CH3:22])[CH3:21])=[O:18])[CH2:13][CH2:12]2)=[CH:5][CH:4]=1.C(N(CC)CC)C.[C:35](Cl)(=[O:37])[CH3:36]. (2) Given the product [C:36](=[O:37])([O:38][C:39]([CH3:40])([CH3:41])[CH3:42])[O:35][C:28]1[CH:15]=[C:6]([Br:5])[CH:7]=[C:8]2[C:13]=1[N:12]=[CH:11][NH:10][C:9]2=[O:18], predict the reactants needed to synthesize it. The reactants are: B(Br)(Br)Br.[Br:5][C:6]1[CH:7]=[C:8]2[C:13](=C(OC)[CH:15]=1)[N:12]=[CH:11][NH:10][C:9]2=[O:18].CCN(C(C)C)C(C)C.[C:28]([O:35][C:36]([O:38][C:39]([CH3:42])([CH3:41])[CH3:40])=[O:37])(OC(C)(C)C)=O.